From a dataset of Catalyst prediction with 721,799 reactions and 888 catalyst types from USPTO. Predict which catalyst facilitates the given reaction. Reactant: [NH2:1][C:2]1[CH:7]=[CH:6][C:5]([S:8][CH:9]2[CH2:14][CH2:13][N:12]([CH2:15][C:16]3[CH:21]=[CH:20][C:19]([C:22]([OH:31])([C:27]([F:30])([F:29])[F:28])[C:23]([F:26])([F:25])[F:24])=[CH:18][CH:17]=3)[CH2:11][CH2:10]2)=[CH:4][CH:3]=1.[C:32](Cl)(=O)[O:33]C1C=CC([N+]([O-])=O)=CC=1.Cl.[O:46]1[CH2:50][CH2:49][C@H:48]([NH2:51])[CH2:47]1.C(N(C(C)C)C(C)C)C. Product: [F:26][C:23]([F:24])([F:25])[C:22]([C:19]1[CH:20]=[CH:21][C:16]([CH2:15][N:12]2[CH2:11][CH2:10][CH:9]([S:8][C:5]3[CH:6]=[CH:7][C:2]([NH:1][C:32]([NH:51][C@H:48]4[CH2:49][CH2:50][O:46][CH2:47]4)=[O:33])=[CH:3][CH:4]=3)[CH2:14][CH2:13]2)=[CH:17][CH:18]=1)([OH:31])[C:27]([F:30])([F:29])[F:28]. The catalyst class is: 4.